Dataset: Reaction yield outcomes from USPTO patents with 853,638 reactions. Task: Predict the reaction yield, written as a fraction of the theoretical maximum amount of product (1.0 means a 100% yield; for example, 0.34 means a 34% yield). (1) The reactants are OC([C:7]1[CH:12]=[CH:11][C:10]([O:13][CH3:14])=[C:9]([CH:15]([CH3:17])[CH3:16])[CH:8]=1)S(O)(=O)=O.[Na].O.C1(C)C=CC(S(O)(=O)=[O:27])=CC=1.OO.S(S([O-])=O)([O-])=O.[Na+].[Na+]. The catalyst is CO. The product is [CH:15]([C:9]1[CH:8]=[C:7]([OH:27])[CH:12]=[CH:11][C:10]=1[O:13][CH3:14])([CH3:17])[CH3:16]. The yield is 0.667. (2) The reactants are [Br:1][C:2]1[CH:3]=[C:4]2[C:9]([NH:10][C@H:11]3[C@@H:15]([O:16][CH3:17])[CH2:14][N:13](C(OCC4C=CC=CC=4)=O)[CH2:12]3)=[C:8]([C:28](=[O:30])[NH2:29])[CH:7]=[N:6][N:5]2[CH:31]=1.I[Si](C)(C)C. The catalyst is C(#N)C.CCOCC. The product is [Br:1][C:2]1[CH:3]=[C:4]2[C:9]([NH:10][C@H:11]3[C@@H:15]([O:16][CH3:17])[CH2:14][NH:13][CH2:12]3)=[C:8]([C:28]([NH2:29])=[O:30])[CH:7]=[N:6][N:5]2[CH:31]=1. The yield is 0.990. (3) The yield is 0.270. The catalyst is ClCCCl. The product is [Cl:1][C:2]1[CH:10]=[C:9]2[C:5]([CH:6]=[C:7]([CH3:11])[NH:8]2)=[CH:4][CH:3]=1. The reactants are [Cl:1][C:2]1[CH:10]=[C:9]2[C:5]([CH:6]=[C:7]([CH2:11]O)[NH:8]2)=[CH:4][CH:3]=1.FC(F)(F)C(O)=O.C([SiH](CC)CC)C. (4) The reactants are [Br:1][C:2]1[CH:3]=[C:4]2[C:8](=[C:9]([CH2:11]O)[CH:10]=1)[N:7]([CH2:13][CH:14]([CH3:16])[CH3:15])[N:6]=[CH:5]2.[CH3:17][O:18][C:19]([C:21]1[CH:22]=[C:23]2[C:27](=[CH:28][CH:29]=1)[NH:26][N:25]=[CH:24]2)=[O:20]. No catalyst specified. The product is [CH3:17][O:18][C:19]([C:21]1[CH:22]=[C:23]2[C:27](=[CH:28][CH:29]=1)[N:26]([CH2:11][C:9]1[CH:10]=[C:2]([Br:1])[CH:3]=[C:4]3[C:8]=1[N:7]([CH2:13][CH:14]([CH3:16])[CH3:15])[N:6]=[CH:5]3)[N:25]=[CH:24]2)=[O:20]. The yield is 0.650.